Dataset: Forward reaction prediction with 1.9M reactions from USPTO patents (1976-2016). Task: Predict the product of the given reaction. (1) Given the reactants [C:1]([O:5][C:6](=[O:19])[NH:7][CH2:8][CH2:9][CH2:10][NH:11][C:12]([N:14]=[CH:15]N(C)C)=[S:13])([CH3:4])([CH3:3])[CH3:2].[Cl:20][C:21]1[CH:30]=[CH:29][CH:28]=[CH:27][C:22]=1[C:23](=[O:26])[CH2:24]Br, predict the reaction product. The product is: [C:1]([O:5][C:6](=[O:19])[NH:7][CH2:8][CH2:9][CH2:10][NH:11][C:12]1[S:13][C:24]([C:23](=[O:26])[C:22]2[CH:27]=[CH:28][CH:29]=[CH:30][C:21]=2[Cl:20])=[CH:15][N:14]=1)([CH3:2])([CH3:3])[CH3:4]. (2) The product is: [Cl:19][C:2]1[CH:3]=[C:4]([CH:8]=[C:9]([N+:12]([O-:14])=[O:13])[C:10]=1[CH3:11])[C:5]([OH:7])=[O:6]. Given the reactants N[C:2]1[CH:3]=[C:4]([CH:8]=[C:9]([N+:12]([O-:14])=[O:13])[C:10]=1[CH3:11])[C:5]([OH:7])=[O:6].N([O-])=O.[Na+].[ClH:19], predict the reaction product. (3) Given the reactants [CH3:1][C:2]1[CH:3]=[C:4]([C:9]2[C:22]3[C:21]4[N:20]=[C:19]([CH3:23])[CH:18]=[CH:17][C:16]=4[C:15]([NH2:24])=[N:14][C:13]=3[CH:12]=[CH:11][CH:10]=2)[CH:5]=[C:6]([CH3:8])[CH:7]=1.CNCCNC.C(=O)([O-])[O-].[Cs+].[Cs+].I[C:38]1[CH:43]=[CH:42][CH:41]=[CH:40][C:39]=1I.O.[Cl-].[Na+].O, predict the reaction product. The product is: [CH3:1][C:2]1[CH:3]=[C:4]([C:9]2[C:22]3[C:21]4[N:20]=[C:19]([CH3:23])[CH:18]=[CH:17][C:16]=4[C:15]4=[N:24][C:38]5[CH:43]=[CH:42][CH:41]=[CH:40][C:39]=5[N:14]4[C:13]=3[CH:12]=[CH:11][CH:10]=2)[CH:5]=[C:6]([CH3:8])[CH:7]=1. (4) Given the reactants [C:1]([O:4][C@H:5]1[C:14]2[C:9](=[N:10][C:11]([C:21]3[CH:26]=[CH:25][CH:24]=[CH:23][CH:22]=3)=[C:12]([C:15]3[CH:20]=[CH:19][CH:18]=[CH:17][CH:16]=3)[N:13]=2)[N:8](C(OC(C)(C)C)=O)[CH2:7][CH2:6]1)(=[O:3])[CH3:2].O1CCOCC1, predict the reaction product. The product is: [C:1]([O:4][C@H:5]1[C:14]2[C:9](=[N:10][C:11]([C:21]3[CH:26]=[CH:25][CH:24]=[CH:23][CH:22]=3)=[C:12]([C:15]3[CH:20]=[CH:19][CH:18]=[CH:17][CH:16]=3)[N:13]=2)[NH:8][CH2:7][CH2:6]1)(=[O:3])[CH3:2]. (5) Given the reactants [Br:1][C:2]1[N:7]=[CH:6][C:5]([NH2:8])=[C:4]([NH2:9])[CH:3]=1.[NH:10]1[CH:14]=[C:13]([C:15](O)=O)[CH:12]=[N:11]1.[OH-].[Na+], predict the reaction product. The product is: [Br:1][C:2]1[N:7]=[CH:6][C:5]2[NH:8][C:15]([C:13]3[CH:14]=[N:10][NH:11][CH:12]=3)=[N:9][C:4]=2[CH:3]=1. (6) Given the reactants Br[C:2]1[N:7]=[CH:6][CH:5]=[CH:4][N:3]=1.[CH2:8]([O:15][C:16]1[CH:21]=[CH:20][C:19](B(O)O)=[CH:18][CH:17]=1)[C:9]1[CH:14]=[CH:13][CH:12]=[CH:11][CH:10]=1.C(=O)([O-])[O-].[Na+].[Na+], predict the reaction product. The product is: [CH2:8]([C:21]1[CH:20]=[C:19]([C:2]2[N:7]=[CH:6][CH:5]=[CH:4][N:3]=2)[CH:18]=[CH:17][C:16]=1[O:15][C:8]1[CH:9]=[CH:14][C:13]([C:2]2[N:7]=[CH:6][CH:5]=[CH:4][N:3]=2)=[CH:12][C:11]=1[CH2:10][C:17]1[CH:16]=[CH:21][CH:20]=[CH:19][CH:18]=1)[C:9]1[CH:10]=[CH:11][CH:12]=[CH:13][CH:14]=1.